Dataset: NCI-60 drug combinations with 297,098 pairs across 59 cell lines. Task: Regression. Given two drug SMILES strings and cell line genomic features, predict the synergy score measuring deviation from expected non-interaction effect. (1) Drug 1: C1C(C(OC1N2C=C(C(=O)NC2=O)F)CO)O. Drug 2: CCC1(CC2CC(C3=C(CCN(C2)C1)C4=CC=CC=C4N3)(C5=C(C=C6C(=C5)C78CCN9C7C(C=CC9)(C(C(C8N6C=O)(C(=O)OC)O)OC(=O)C)CC)OC)C(=O)OC)O.OS(=O)(=O)O. Cell line: SNB-19. Synergy scores: CSS=50.4, Synergy_ZIP=-5.90, Synergy_Bliss=-3.19, Synergy_Loewe=-4.76, Synergy_HSA=-0.284. (2) Drug 1: CCN(CC)CCCC(C)NC1=C2C=C(C=CC2=NC3=C1C=CC(=C3)Cl)OC. Drug 2: CC1CCCC2(C(O2)CC(NC(=O)CC(C(C(=O)C(C1O)C)(C)C)O)C(=CC3=CSC(=N3)C)C)C. Cell line: IGROV1. Synergy scores: CSS=28.7, Synergy_ZIP=1.03, Synergy_Bliss=0.465, Synergy_Loewe=-12.9, Synergy_HSA=-0.420.